This data is from Catalyst prediction with 721,799 reactions and 888 catalyst types from USPTO. The task is: Predict which catalyst facilitates the given reaction. The catalyst class is: 4. Reactant: [F:1][C:2]1[CH:10]=[C:9]([CH:11]([O:13][C:14]2[CH:19]=[CH:18][CH:17]=[CH:16][CH:15]=2)[CH3:12])[CH:8]=[CH:7][C:3]=1[C:4]([OH:6])=O.C(N(CC)CC)C.[NH2:27][CH2:28][C:29]1[C:30]([OH:37])=[N:31][C:32]([CH3:36])=[CH:33][C:34]=1[CH3:35]. Product: [F:1][C:2]1[CH:10]=[C:9]([CH:11]([O:13][C:14]2[CH:19]=[CH:18][CH:17]=[CH:16][CH:15]=2)[CH3:12])[CH:8]=[CH:7][C:3]=1[C:4]([NH:27][CH2:28][C:29]1[C:30]([OH:37])=[N:31][C:32]([CH3:36])=[CH:33][C:34]=1[CH3:35])=[O:6].